Dataset: Forward reaction prediction with 1.9M reactions from USPTO patents (1976-2016). Task: Predict the product of the given reaction. (1) Given the reactants CO[C:3]([C:5]1[O:9][N:8]=[C:7]([O:10][CH2:11][C:12]2[C:13]([CH2:18][CH2:19][CH2:20][CH3:21])=[N:14][O:15][C:16]=2[CH3:17])[CH:6]=1)=[O:4].[OH:22][CH2:23][C@@H:24]([NH2:26])[CH3:25], predict the reaction product. The product is: [CH2:23]([CH2:24][NH2:26])[OH:22].[OH:22][CH2:23][C@@H:24]([NH:26][C:3]([C:5]1[O:9][N:8]=[C:7]([O:10][CH2:11][C:12]2[C:13]([CH2:18][CH2:19][CH2:20][CH3:21])=[N:14][O:15][C:16]=2[CH3:17])[CH:6]=1)=[O:4])[CH3:25]. (2) Given the reactants [NH:1]([C:39]([O:41][CH2:42]C1C=CC=CC=1)=[O:40])[C@H:2]([C:4]([NH:6][C@H:7]([C:9]([NH:11][C@H:12]([C:36](O)=[O:37])[CH2:13][C:14](=[O:35])[NH:15][C:16](C1C=CC=CC=1)([C:23]1[CH:28]=[CH:27][CH:26]=[CH:25][CH:24]=1)[C:17]1[CH:22]=[CH:21][CH:20]=[CH:19][CH:18]=1)=[O:10])[CH3:8])=[O:5])[CH3:3].Cl.[CH3:50][NH:51][O:52][CH3:53].C(N([CH2:59][CH3:60])CC)C.C(N=C=N[CH:67]([CH3:69])[CH3:68])(C)C.[CH:70]1[CH:71]=[CH:72][C:73]2N(O)N=N[C:74]=2[CH:75]=1.[CH3:80]N(C=O)C, predict the reaction product. The product is: [NH:1]([C:39]([O:41][CH2:42][C:60]1[CH:59]=[CH:68][CH:67]=[CH:69][CH:80]=1)=[O:40])[C@H:2]([C:4]([NH:6][C@H:7]([C:9]([NH:11][C@H:12]([C:36]([N:51]([CH3:50])[O:52][CH3:53])=[O:37])[CH2:13][C:14](=[O:35])[NH:15][C:16]([C:23]1[CH:24]=[CH:25][CH:26]=[CH:27][CH:28]=1)([C:75]1[CH:74]=[CH:73][CH:72]=[CH:71][CH:70]=1)[C:17]1[CH:22]=[CH:21][CH:20]=[CH:19][CH:18]=1)=[O:10])[CH3:8])=[O:5])[CH3:3].